Dataset: Catalyst prediction with 721,799 reactions and 888 catalyst types from USPTO. Task: Predict which catalyst facilitates the given reaction. (1) Reactant: [CH3:1][O:2][C:3](=[O:15])[C:4]([C:7]1[CH:12]=[CH:11][C:10]([CH:13]=[O:14])=[CH:9][CH:8]=1)([CH3:6])[CH3:5].CC(=CC)C.Cl([O-])=[O:22].[Na+].P([O-])(O)(O)=O.[Na+].Cl. Product: [CH3:1][O:2][C:3]([C:4]([C:7]1[CH:8]=[CH:9][C:10]([C:13]([OH:22])=[O:14])=[CH:11][CH:12]=1)([CH3:6])[CH3:5])=[O:15]. The catalyst class is: 371. (2) The catalyst class is: 31. Reactant: [N+:1]([C:4]1[CH:5]=[N:6][CH:7]=[CH:8][C:9]=1[N:10]1[CH2:15][CH2:14][CH2:13][C@@H:12]([OH:16])[CH2:11]1)([O-:3])=[O:2].[CH3:17][C:18]([Si:21](Cl)([CH3:23])[CH3:22])([CH3:20])[CH3:19].N1C=CN=C1. Product: [Si:21]([O:16][C@@H:12]1[CH2:13][CH2:14][CH2:15][N:10]([C:9]2[CH:8]=[CH:7][N:6]=[CH:5][C:4]=2[N+:1]([O-:3])=[O:2])[CH2:11]1)([C:18]([CH3:20])([CH3:19])[CH3:17])([CH3:23])[CH3:22]. (3) Product: [CH:48]1([N:44]([CH2:45][CH2:46][NH:1][CH2:2][C@@H:3]([OH:4])[C:9]2[C:14]3[O:15][CH2:16][C:17](=[O:19])[NH:18][C:13]=3[CH:12]=[CH:11][CH:10]=2)[C:42](=[O:43])[CH2:41][CH2:40][N:29]([CH2:30][CH2:31][C:32]2[CH:37]=[CH:36][C:35]([Cl:38])=[C:34]([Cl:39])[CH:33]=2)[C:28](=[O:54])[O:27][CH2:20][C:21]2[CH:26]=[CH:25][CH:24]=[CH:23][CH:22]=2)[CH2:49][CH2:50][CH2:51][CH2:52][CH2:53]1. The catalyst class is: 4. Reactant: [NH2:1][CH2:2][C@H:3]([C:9]1[C:14]2[O:15][CH2:16][C:17](=[O:19])[NH:18][C:13]=2[CH:12]=[CH:11][CH:10]=1)[O:4][Si](C)(C)C.[CH2:20]([O:27][C:28](=[O:54])[N:29]([CH2:40][CH2:41][C:42]([N:44]([CH:48]1[CH2:53][CH2:52][CH2:51][CH2:50][CH2:49]1)[CH2:45][CH:46]=O)=[O:43])[CH2:30][CH2:31][C:32]1[CH:37]=[CH:36][C:35]([Cl:38])=[C:34]([Cl:39])[CH:33]=1)[C:21]1[CH:26]=[CH:25][CH:24]=[CH:23][CH:22]=1.S([O-])([O-])(=O)=O.[Mg+2].C(O)(=O)C.C(O[BH-](OC(=O)C)OC(=O)C)(=O)C.[Na+]. (4) Product: [O:18]1[CH:14]=[CH:13][CH:12]=[C:11]1[C:10]1[NH:8][C:4]2=[N:5][CH:6]=[CH:7][C:2]([CH3:1])=[C:3]2[N:9]=1. Reactant: [CH3:1][C:2]1[CH:7]=[CH:6][N:5]=[C:4]([NH2:8])[C:3]=1[NH2:9].[CH3:10][CH2:11][CH2:12][CH2:13][CH2:14]C.C(OCC)(=[O:18])C. The catalyst class is: 641.